Task: Predict which catalyst facilitates the given reaction.. Dataset: Catalyst prediction with 721,799 reactions and 888 catalyst types from USPTO (1) Reactant: [H-].[Na+].[CH:3]1([N:8]2[CH2:29][CH2:28][C:11]3[NH:12][C:13]4[CH:14]=[CH:15][C:16]([C:19]([N:21]5[CH2:26][CH2:25][CH:24]([CH3:27])[CH2:23][CH2:22]5)=[O:20])=[CH:17][C:18]=4[C:10]=3[CH2:9]2)[CH2:7][CH2:6][CH2:5][CH2:4]1.Cl[CH2:31][C:32]1[O:36][C:35]([C:37]([O:39][CH2:40]C)=[O:38])=[CH:34][CH:33]=1. Product: [CH:3]1([N:8]2[CH2:29][CH2:28][C:11]3[N:12]([CH2:31][C:32]4[O:36][C:35]([C:37]([O:39][CH3:40])=[O:38])=[CH:34][CH:33]=4)[C:13]4[CH:14]=[CH:15][C:16]([C:19]([N:21]5[CH2:26][CH2:25][CH:24]([CH3:27])[CH2:23][CH2:22]5)=[O:20])=[CH:17][C:18]=4[C:10]=3[CH2:9]2)[CH2:7][CH2:6][CH2:5][CH2:4]1. The catalyst class is: 3. (2) Reactant: [CH3:1][NH:2][C:3]([C:5]1[CH:6]=[C:7]([NH:11][C:12]2[N:13]=[C:14](S(C)=O)[NH:15][C:16](=[O:21])[C:17]=2[C:18]([NH2:20])=[O:19])[CH:8]=[CH:9][CH:10]=1)=[O:4].[NH2:25][CH2:26][C:27]1([NH2:33])[CH2:32][CH2:31][CH2:30][CH2:29][CH2:28]1.CN1C(=O)CCC1. Product: [NH2:33][C:27]1([CH2:26][NH:25][C:14]2[NH:15][C:16](=[O:21])[C:17]([C:18]([NH2:20])=[O:19])=[C:12]([NH:11][C:7]3[CH:8]=[CH:9][CH:10]=[C:5]([C:3](=[O:4])[NH:2][CH3:1])[CH:6]=3)[N:13]=2)[CH2:32][CH2:31][CH2:30][CH2:29][CH2:28]1. The catalyst class is: 13. (3) Reactant: [Cl:1][C:2]1[C:7]([Cl:8])=[CH:6][CH:5]=[CH:4][C:3]=1[S:9]([N:12]([C:21]1[C:26]([O:27][CH3:28])=[N:25][C:24](Cl)=[CH:23][N:22]=1)[CH2:13][O:14][CH2:15][CH2:16][Si:17]([CH3:20])([CH3:19])[CH3:18])(=[O:11])=[O:10].[CH3:30][Si:31]([CH2:34][SH:35])([CH3:33])[CH3:32].C(=O)([O-])[O-].[Cs+].[Cs+]. Product: [Cl:1][C:2]1[C:7]([Cl:8])=[CH:6][CH:5]=[CH:4][C:3]=1[S:9]([N:12]([C:21]1[C:26]([O:27][CH3:28])=[N:25][C:24]([S:35][CH2:34][Si:31]([CH3:33])([CH3:32])[CH3:30])=[CH:23][N:22]=1)[CH2:13][O:14][CH2:15][CH2:16][Si:17]([CH3:20])([CH3:19])[CH3:18])(=[O:11])=[O:10]. The catalyst class is: 10. (4) Reactant: [Br:1][C:2]1[C:3]([N:23]2[CH2:27][CH2:26][CH2:25][C:24]2=[O:28])=[CH:4][C:5]2[O:9][C:8]([C:10]3[CH:15]=[CH:14][C:13]([F:16])=[CH:12][CH:11]=3)=[C:7]([C:17]([O:19]CC)=[O:18])[C:6]=2[CH:22]=1.[Li+].[OH-]. Product: [Br:1][C:2]1[C:3]([N:23]2[CH2:27][CH2:26][CH2:25][C:24]2=[O:28])=[CH:4][C:5]2[O:9][C:8]([C:10]3[CH:15]=[CH:14][C:13]([F:16])=[CH:12][CH:11]=3)=[C:7]([C:17]([OH:19])=[O:18])[C:6]=2[CH:22]=1. The catalyst class is: 38. (5) Reactant: FC(F)(F)S(O[C:7]1[CH:8]=[C:9]2[C:19]3[C:14](=[N:15][CH:16]=[CH:17][C:18]=3[C:20]3[CH:25]=[CH:24][C:23]([C:26](=[O:33])[NH:27][CH2:28][CH2:29][N:30]([CH3:32])[CH3:31])=[CH:22][CH:21]=3)[NH:13][C:10]2=[CH:11][N:12]=1)(=O)=O.[CH3:36][N:37]1[CH:41]=[C:40](B2OC(C)(C)C(C)(C)O2)[CH:39]=[N:38]1.C(=O)([O-])[O-].[Cs+].[Cs+].O. Product: [CH3:32][N:30]([CH3:31])[CH2:29][CH2:28][NH:27][C:26](=[O:33])[C:23]1[CH:22]=[CH:21][C:20]([C:18]2[CH:17]=[CH:16][N:15]=[C:14]3[NH:13][C:10]4[C:9]([C:19]=23)=[CH:8][C:7]([C:40]2[CH:39]=[N:38][N:37]([CH3:36])[CH:41]=2)=[N:12][CH:11]=4)=[CH:25][CH:24]=1. The catalyst class is: 439. (6) Reactant: [C:1]([O:5][C:6]([NH:8][CH:9]([C:13]1[CH:18]=[CH:17][CH:16]=[CH:15][CH:14]=1)[C:10]([OH:12])=O)=[O:7])([CH3:4])([CH3:3])[CH3:2].C1(C(C(O)=O)N)C=CC=CC=1.O.ON1C2C=CC=CC=2N=N1.[CH3:41][NH:42][CH2:43][C:44]1[CH:49]=[CH:48][CH:47]=[CH:46][CH:45]=1.Cl.CN(C)CCCN=C=NCC. Product: [CH2:43]([N:42]([CH3:41])[C:10](=[O:12])[CH:9]([NH:8][C:6](=[O:7])[O:5][C:1]([CH3:2])([CH3:3])[CH3:4])[C:13]1[CH:18]=[CH:17][CH:16]=[CH:15][CH:14]=1)[C:44]1[CH:49]=[CH:48][CH:47]=[CH:46][CH:45]=1. The catalyst class is: 4. (7) Reactant: [H-].[Al+3].[Li+].[H-].[H-].[H-].[F:7][C:8]([F:24])([F:23])[O:9][C:10]1[CH:15]=[CH:14][C:13]([C:16]2([C:21]#[N:22])[CH2:20][CH2:19][CH2:18][CH2:17]2)=[CH:12][CH:11]=1. Product: [F:7][C:8]([F:23])([F:24])[O:9][C:10]1[CH:11]=[CH:12][C:13]([C:16]2([CH2:21][NH2:22])[CH2:20][CH2:19][CH2:18][CH2:17]2)=[CH:14][CH:15]=1. The catalyst class is: 28. (8) Reactant: [C:1]([O:5][C:6]([NH:8][C@@H:9]([CH2:13][C:14]1[CH:19]=[C:18]([F:20])[CH:17]=[C:16]([F:21])[CH:15]=1)[C:10](O)=[O:11])=[O:7])([CH3:4])([CH3:3])[CH3:2]. Product: [C:1]([O:5][C:6](=[O:7])[NH:8][C@@H:9]([CH2:13][C:14]1[CH:19]=[C:18]([F:20])[CH:17]=[C:16]([F:21])[CH:15]=1)[CH2:10][OH:11])([CH3:4])([CH3:2])[CH3:3]. The catalyst class is: 7. (9) Reactant: [CH3:1][C:2]1[CH:7]=[CH:6][C:5]([N:8]2[N:12]=[CH:11][CH:10]=[N:9]2)=[CH:4][C:3]=1[CH2:13]O.S(Cl)([Cl:17])=O. Product: [Cl:17][CH2:13][C:3]1[CH:4]=[C:5]([N:8]2[N:12]=[CH:11][CH:10]=[N:9]2)[CH:6]=[CH:7][C:2]=1[CH3:1]. The catalyst class is: 4.